This data is from Full USPTO retrosynthesis dataset with 1.9M reactions from patents (1976-2016). The task is: Predict the reactants needed to synthesize the given product. (1) Given the product [N+:8]([C:5]1[CH:6]=[CH:7][C:2]([O:18][CH2:11][C:12]2[CH:17]=[CH:16][CH:15]=[CH:14][CH:13]=2)=[N:3][CH:4]=1)([O-:10])=[O:9], predict the reactants needed to synthesize it. The reactants are: Cl[C:2]1[CH:7]=[CH:6][C:5]([N+:8]([O-:10])=[O:9])=[CH:4][N:3]=1.[CH2:11]([OH:18])[C:12]1[CH:17]=[CH:16][CH:15]=[CH:14][CH:13]=1.[OH-].[K+].C([O-])([O-])=O.[K+].[K+].COCCOCCN(CCOCCOC)CCOCCOC. (2) Given the product [ClH:43].[ClH:43].[ClH:43].[NH2:29][C@H:25]1[CH2:26][CH2:27][CH2:28][N:23]([C:20]2[N:21]=[CH:22][C:17]([NH:16][C:15]3[C:14]4[C:9](=[CH:10][CH:11]=[C:12]([C:37]5[CH:38]=[C:39]([Cl:45])[C:40]([OH:44])=[C:41]([Cl:43])[CH:42]=5)[N:13]=4)[N:8]=[CH:7][C:6]=3[C:4]([CH:1]3[CH2:3][CH2:2]3)=[O:5])=[CH:18][CH:19]=2)[CH2:24]1, predict the reactants needed to synthesize it. The reactants are: [CH:1]1([C:4]([C:6]2[CH:7]=[N:8][C:9]3[C:14]([C:15]=2[NH:16][C:17]2[CH:18]=[CH:19][C:20]([N:23]4[CH2:28][CH2:27][CH2:26][C@H:25]([NH:29]C(=O)OC(C)(C)C)[CH2:24]4)=[N:21][CH:22]=2)=[N:13][C:12]([C:37]2[CH:42]=[C:41]([Cl:43])[C:40]([OH:44])=[C:39]([Cl:45])[CH:38]=2)=[CH:11][CH:10]=3)=[O:5])[CH2:3][CH2:2]1.C(O)(C(F)(F)F)=O. (3) Given the product [C:21]([O:20][C:18](=[O:19])[CH2:17][N:14]1[CH2:15][CH2:16][NH:11][CH2:12][C:13]1=[O:25])([CH3:24])([CH3:22])[CH3:23], predict the reactants needed to synthesize it. The reactants are: C(OC([N:11]1[CH2:16][CH2:15][N:14]([CH2:17][C:18]([O:20][C:21]([CH3:24])([CH3:23])[CH3:22])=[O:19])[C:13](=[O:25])[CH2:12]1)=O)C1C=CC=CC=1.[H][H]. (4) The reactants are: [C:1]([NH:5][C:6]1[N:7]=[C:8]([N:24]2[CH2:28][CH2:27][C:26]([F:30])([F:29])[CH2:25]2)[C:9]2[N:14]=[N:13][N:12](CC3C=CC(OC)=CC=3)[C:10]=2[N:11]=1)([CH3:4])([CH3:3])[CH3:2]. Given the product [C:1]([NH:5][C:6]1[N:7]=[C:8]([N:24]2[CH2:28][CH2:27][C:26]([F:29])([F:30])[CH2:25]2)[C:9]2[N:14]=[N:13][NH:12][C:10]=2[N:11]=1)([CH3:4])([CH3:2])[CH3:3], predict the reactants needed to synthesize it. (5) Given the product [NH2:17][C:16]1[C:4]([C:2]#[N:3])=[C:5]([CH:13]=[CH:14][CH:15]=1)[O:6][CH2:7][C@@H:8]1[CH2:12][CH2:11][CH2:10][N:9]1[C:23]([NH:22][CH2:20][CH3:21])=[O:24], predict the reactants needed to synthesize it. The reactants are: [Cl-].[C:2]([C:4]1[C:16]([N+:17]([O-])=O)=[CH:15][CH:14]=[CH:13][C:5]=1[O:6][CH2:7][C@@H:8]1[CH2:12][CH2:11][CH2:10][NH2+:9]1)#[N:3].[CH2:20]([N:22]=[C:23]=[O:24])[CH3:21]. (6) Given the product [OH:1][C:2]1[CH:11]=[CH:10][C:5]2[C:6](=[O:9])/[C:7](=[CH:36]/[C:30]3[C:29]4[C:33](=[CH:34][CH:35]=[C:27]([CH3:26])[CH:28]=4)[NH:32][CH:31]=3)/[O:8][C:4]=2[C:3]=1[CH2:12][N:13]1[CH2:14][CH2:15][N:16]([C:19]([O:21][C:22]([CH3:25])([CH3:24])[CH3:23])=[O:20])[CH2:17][CH2:18]1, predict the reactants needed to synthesize it. The reactants are: [OH:1][C:2]1[CH:11]=[CH:10][C:5]2[C:6](=[O:9])[CH2:7][O:8][C:4]=2[C:3]=1[CH2:12][N:13]1[CH2:18][CH2:17][N:16]([C:19]([O:21][C:22]([CH3:25])([CH3:24])[CH3:23])=[O:20])[CH2:15][CH2:14]1.[CH3:26][C:27]1[CH:28]=[C:29]2[C:33](=[CH:34][CH:35]=1)[NH:32][CH:31]=[C:30]2[CH:36]=O.